Dataset: Peptide-MHC class II binding affinity with 134,281 pairs from IEDB. Task: Regression. Given a peptide amino acid sequence and an MHC pseudo amino acid sequence, predict their binding affinity value. This is MHC class II binding data. (1) The peptide sequence is MRCVGVGNRDFVEGL. The MHC is DRB3_0101 with pseudo-sequence DRB3_0101. The binding affinity (normalized) is 0.265. (2) The peptide sequence is VSSAVPTSWVPQGRT. The MHC is DRB3_0301 with pseudo-sequence DRB3_0301. The binding affinity (normalized) is 0.263.